Dataset: Reaction yield outcomes from USPTO patents with 853,638 reactions. Task: Predict the reaction yield, written as a fraction of the theoretical maximum amount of product (1.0 means a 100% yield; for example, 0.34 means a 34% yield). (1) The reactants are Br[C:2]1[CH:7]=[CH:6][C:5]([NH:8][S:9]([CH3:12])(=[O:11])=[O:10])=[CH:4][C:3]=1[CH3:13].[B:14]1([B:14]2[O:18][C:17]([CH3:20])([CH3:19])[C:16]([CH3:22])([CH3:21])[O:15]2)[O:18][C:17]([CH3:20])([CH3:19])[C:16]([CH3:22])([CH3:21])[O:15]1.CC([O-])=O.[K+].N#N. The catalyst is CN(C=O)C.C1C=CC(P(C2C=CC=CC=2)[C-]2C=CC=C2)=CC=1.C1C=CC(P(C2C=CC=CC=2)[C-]2C=CC=C2)=CC=1.Cl[Pd]Cl.[Fe+2]. The product is [CH3:13][C:3]1[CH:4]=[C:5]([NH:8][S:9]([CH3:12])(=[O:11])=[O:10])[CH:6]=[CH:7][C:2]=1[B:14]1[O:18][C:17]([CH3:20])([CH3:19])[C:16]([CH3:22])([CH3:21])[O:15]1. The yield is 0.600. (2) The reactants are [C:1]([O:5][C:6]([NH:8][CH2:9][CH:10]1[CH2:15][CH2:14][CH2:13][NH:12][CH2:11]1)=[O:7])([CH3:4])([CH3:3])[CH3:2].C[Si]([N:20]=[C:21]=[O:22])(C)C. The catalyst is ClCCl. The product is [C:1]([O:5][C:6]([NH:8][CH2:9][CH:10]1[CH2:15][CH2:14][CH2:13][N:12]([C:21]([NH2:20])=[O:22])[CH2:11]1)=[O:7])([CH3:4])([CH3:2])[CH3:3]. The yield is 0.850. (3) The reactants are [Br:1][C:2]1[CH:7]=[CH:6][C:5]([C:8](=O)[CH2:9][CH2:10][C:11]([C:13]2[CH:18]=[CH:17][C:16]([Br:19])=[CH:15][CH:14]=2)=O)=[CH:4][CH:3]=1.[CH:21]1([C:27]2[CH:33]=[CH:32][C:30]([NH2:31])=[CH:29][CH:28]=2)[CH2:26][CH2:25][CH2:24][CH2:23][CH2:22]1. No catalyst specified. The product is [Br:1][C:2]1[CH:7]=[CH:6][C:5]([C:8]2[N:31]([C:30]3[CH:32]=[CH:33][C:27]([CH:21]4[CH2:26][CH2:25][CH2:24][CH2:23][CH2:22]4)=[CH:28][CH:29]=3)[C:11]([C:13]3[CH:18]=[CH:17][C:16]([Br:19])=[CH:15][CH:14]=3)=[CH:10][CH:9]=2)=[CH:4][CH:3]=1. The yield is 0.910. (4) The reactants are COC(C1C=C(NS(C2C=CC(C)=CC=2)(=O)=O)C2C(=C(OCC3C=CC=CC=3)C=CC=2)N=1)=O.[CH3:34][O:35][C:36]([C:38]1[CH:47]=[C:46]([OH:48])[C:45]2[C:40](=[C:41]([O:56]CC3C=CC=CC=3)[CH:42]=[C:43]([CH2:49][C:50]3[CH:55]=[CH:54][CH:53]=[CH:52][CH:51]=3)[CH:44]=2)[N:39]=1)=[O:37]. No catalyst specified. The product is [CH3:34][O:35][C:36]([C:38]1[CH:47]=[C:46]([OH:48])[C:45]2[C:40](=[C:41]([OH:56])[CH:42]=[C:43]([CH2:49][C:50]3[CH:51]=[CH:52][CH:53]=[CH:54][CH:55]=3)[CH:44]=2)[N:39]=1)=[O:37]. The yield is 0.950.